Task: Predict the reactants needed to synthesize the given product.. Dataset: Full USPTO retrosynthesis dataset with 1.9M reactions from patents (1976-2016) (1) The reactants are: [CH3:1][CH:2]([CH3:26])[CH2:3][C:4]([C:6]1[C:7]([C:22](OC)=[O:23])=[CH:8][N:9]([CH2:11][C:12]2[C:21]3[C:16](=[CH:17][CH:18]=[CH:19][CH:20]=3)[CH:15]=[CH:14][CH:13]=2)[CH:10]=1)=O.O.[NH2:28][NH2:29].O. Given the product [CH3:1][CH:2]([CH3:26])[CH2:3][C:4]1[C:6]2[C:7](=[CH:8][N:9]([CH2:11][C:12]3[C:21]4[C:16](=[CH:17][CH:18]=[CH:19][CH:20]=4)[CH:15]=[CH:14][CH:13]=3)[CH:10]=2)[C:22](=[O:23])[NH:28][N:29]=1, predict the reactants needed to synthesize it. (2) Given the product [Cl:15][C:10]1[CH:9]=[C:8]([C:6]2[CH:5]=[C:4]([CH3:16])[N:3]=[C:2]([N:21]3[CH:22]=[C:18]([I:17])[N:19]=[CH:20]3)[CH:7]=2)[CH:13]=[CH:12][C:11]=1[Cl:14], predict the reactants needed to synthesize it. The reactants are: Cl[C:2]1[CH:7]=[C:6]([C:8]2[CH:13]=[CH:12][C:11]([Cl:14])=[C:10]([Cl:15])[CH:9]=2)[CH:5]=[C:4]([CH3:16])[N:3]=1.[I:17][C:18]1[N:19]=[CH:20][NH:21][CH:22]=1. (3) The reactants are: [C:1]([C:3]1[CH:8]=[CH:7][CH:6]=[C:5]([F:9])[CH:4]=1)#[CH:2].[Li]CCCC.[C:15]([C:19](OCC)=O)([F:18])([F:17])[F:16].B(F)(F)F.O(CC)CC.[NH2:33][NH2:34]. Given the product [F:9][C:5]1[CH:4]=[C:3]([C:1]2[NH:34][N:33]=[C:19]([C:15]([F:18])([F:17])[F:16])[CH:2]=2)[CH:8]=[CH:7][CH:6]=1, predict the reactants needed to synthesize it.